This data is from Experimentally validated miRNA-target interactions with 360,000+ pairs, plus equal number of negative samples. The task is: Binary Classification. Given a miRNA mature sequence and a target amino acid sequence, predict their likelihood of interaction. (1) The miRNA is hsa-miR-3178 with sequence GGGGCGCGGCCGGAUCG. The protein sequence of the target gene is MSSDMAADESEAPVLSEDEVWEFCLDKTEDGGGSPGSDVTDTCEPPCGCWELNPNSLEEEHVLFTADPYLELHNDDTRVVRVKVIAGIGLAKKDILGASDPYVRVTLYDPMSGILTSVQTKTIKKSLNPKWNEEILFRVLPQRHRILFEVFDENRLTRDDFLGQVDVPLYPLPTENPRMERPYTFKDFVLHPRSHKSRVKGYLRLKMTYLPKNGSEDENADQAEELEPGWVVLDQPDAATHLPHPPEPSPLPPGWEERQDVLGRTYYVNHESRRTQWKRPSPDDDLTDEDNDDMQLQAQR.... Result: 0 (no interaction). (2) Result: 0 (no interaction). The miRNA is hsa-miR-532-5p with sequence CAUGCCUUGAGUGUAGGACCGU. The protein sequence of the target gene is MDMFPLTWVFLALYFSGHEVRSQQDPPCGGRLNSKDAGYITSPGYPQDYPSHQNCEWIVYAPEPNQKIVLNFNPHFEIEKHDCKYDFIEIRDGDSESADLLGKHCGNIAPPTIISSGSVLYIKFTSDYARQGAGFSLRYEIFKTGSEDCSKNFTSPNGTIESPGFPEKYPHNLDCTFTILAKPRMEIILQFLTFDLEHDPLQVGEGDCKYDWLDIWDGIPHVGPLIGKYCGTKTPSKLRSSTGILSLTFHTDMAVAKDGFSARYYLIHQEPPENFQCNVPLGMESGRIANEQISASSTFS.... (3) The miRNA is hsa-miR-4746-3p with sequence AGCGGUGCUCCUGCGGGCCGA. The protein sequence of the target gene is MEAFPWAPRSPRRGRAPPPMALVPSARYVSAPGPAHPQPFSSWNDYLGLATLITKAVDGEPRFGCARGGNGGGGSPPSSSSSSCCSPHTGAGPGALGPALGPPDYDEDDDDDSDEPGSRGRYLGSALELRALELCAGPAEAGLLEERFAELSPFAGRAAAVLLGCAPAAAAAATTTSEATPREERAPAWAAEPRLHAASGAAAARLLKPELQVCVFCRNNKEAMALYTTHILKGPDGRVLCPVLRRYTCPLCGASGDNAHTIKYCPLSKVPPPPARPPPRSARDGPPGKKLR. Result: 1 (interaction). (4) The miRNA is hsa-miR-4439 with sequence GUGACUGAUACCUUGGAGGCAU. The protein sequence of the target gene is MRTKAAGCAERRPLQPRTEAAAAPAGRAMPSEYTYVKLRSDCSRPSLQWYTRAQSKMRRPSLLLKDILKCTLLVFGVWILYILKLNYTTEECDMKKMHYVDPDHVKRAQKYAQQVLQKECRPKFAKTSMALLFEHRYSVDLLPFVQKAPKDSEAESKYDPPFGFRKFSSKVQTLLELLPEHDLPEHLKAKTCRRCVVIGSGGILHGLELGHTLNQFDVVIRLNSAPVEGYSEHVGNKTTIRMTYPEGAPLSDLEYYSNDLFVAVLFKSVDFNWLQAMVKKETLPFWVRLFFWKQVAEKIP.... Result: 0 (no interaction). (5) The miRNA is ath-miR837-3p with sequence AAACGAACAAAAAACUGAUGG. The protein sequence of the target gene is MELFLAGRRVLVTGAGKGIGRGTVQALHATGARVVAVSRTQADLDSLVRECPGIEPVCVDLGDWEATERALGSVGPVDLLVNNAAVALLQPFLEVTKEAFDRSFEVNLRAVIQVSQIVARGLIARGVPGAIVNVSSQCSQRAVTNHSVYCSTKGALDMLTKVMALELGPHKIRVNAVNPTVVMTSMGQATWSDPHKAKTMLNRIPLGKFAEVEHVVNAILFLLSDRSGMTTGSTLPVEGGFWAC. Result: 0 (no interaction). (6) The miRNA is hsa-miR-376b-5p with sequence CGUGGAUAUUCCUUCUAUGUUU. The protein sequence of the target gene is MCCEKWNHVAEMLLFIEDREEEYKILCLCSRAFVEDRKLYNLGLKGYYVKSSGNNAGDQGTEEEEDGHSNGTAESHSPNESDLDSEAKLMRSMGLPIQFGRMSSHENFEMSMNARNKAKVKQKRRKHQKRYLDEMVRESWRNDYEEDDLVVSDDPSSVEHCENNRTCEIQSKAGSEVENLPVENTLAPKLEVPENWEKYWNEYGEGLLWQSWQEKYPDQTLSSEPWNLPDTKEEWEQHYSQLYWYYLEQFQYWEAQGWTFTASQNCDKDVYTSHTEVDQNAESSLKADVMTFSSSPNIVE.... Result: 0 (no interaction). (7) Result: 0 (no interaction). The protein sequence of the target gene is MASRGRRPEHGGPPELFYDETEARKYVRNSRMIDIQTRMAGRALELLYLPENKPCYLLDIGCGTGLSGSYLSDEGHYWVGLDISPAMLDEAVDREIEGDLLLGDMGQGIPFKPGTFDGCISISAVQWLCNANKKSENPAKRLYCFFASLFSVLVRGSRAVLQLYPENSEQLELITTQATKAGFSGGMVVDYPNSAKAKKFYLCLFSGPSTFIPEGLSENQDEVEPRESVFTNERFPLRMSRRGMVRKSRAWVLEKKERHRRQGREVRPDTQYTGRKRKPRF. The miRNA is hsa-miR-1468-5p with sequence CUCCGUUUGCCUGUUUCGCUG.